This data is from Retrosynthesis with 50K atom-mapped reactions and 10 reaction types from USPTO. The task is: Predict the reactants needed to synthesize the given product. Given the product CCOC(=O)c1cc(C)n(Cc2cc(Cl)cc(Br)c2O)n1, predict the reactants needed to synthesize it. The reactants are: CCOC(=O)C(=O)CC(C)=O.NNCc1cc(Cl)cc(Br)c1O.